Task: Predict which catalyst facilitates the given reaction.. Dataset: Catalyst prediction with 721,799 reactions and 888 catalyst types from USPTO Reactant: C([O:3][C:4](=O)[CH2:5][C:6]1[N:7]=[C:8]([C:12]2[CH:17]=[CH:16][C:15]([C:18]([F:21])([F:20])[F:19])=[CH:14][CH:13]=2)[S:9][C:10]=1[CH3:11])C.[H-].[Al+3].[Li+].[H-].[H-].[H-]. Product: [CH3:11][C:10]1[S:9][C:8]([C:12]2[CH:13]=[CH:14][C:15]([C:18]([F:21])([F:20])[F:19])=[CH:16][CH:17]=2)=[N:7][C:6]=1[CH2:5][CH2:4][OH:3]. The catalyst class is: 7.